Predict the reactants needed to synthesize the given product. From a dataset of Full USPTO retrosynthesis dataset with 1.9M reactions from patents (1976-2016). (1) Given the product [C:13]([C:8]1([C:4]2[CH:3]=[C:2]([NH:1][C:20](=[O:21])[C:19]3[CH:23]=[CH:24][C:25]([O:26][CH3:27])=[C:17]([O:16][CH3:15])[CH:18]=3)[CH:7]=[CH:6][CH:5]=2)[CH2:12][CH2:11][CH2:10][CH2:9]1)#[N:14], predict the reactants needed to synthesize it. The reactants are: [NH2:1][C:2]1[CH:3]=[C:4]([C:8]2([C:13]#[N:14])[CH2:12][CH2:11][CH2:10][CH2:9]2)[CH:5]=[CH:6][CH:7]=1.[CH3:15][O:16][C:17]1[CH:18]=[C:19]([CH:23]=[CH:24][C:25]=1[O:26][CH3:27])[C:20](Cl)=[O:21].C(N(CC)CC)C. (2) Given the product [ClH:1].[ClH:1].[NH2:26][C:14]1[C:15]([O:17][C@H:18]([CH2:23][O:24][CH3:25])[C:19]([F:22])([F:20])[F:21])=[CH:16][C:11]([CH2:10][C@H:7]2[C@H:8]([OH:9])[C@@H:3]([NH:2][CH2:39][C:36]3[CH:35]=[C:34]([CH2:33][C:32]([CH3:42])([CH3:41])[CH3:31])[O:38][N:37]=3)[CH2:4][S@:5](=[O:30])[CH2:6]2)=[CH:12][C:13]=1[F:29], predict the reactants needed to synthesize it. The reactants are: [ClH:1].[NH2:2][C@@H:3]1[C@@H:8]([OH:9])[C@H:7]([CH2:10][C:11]2[CH:16]=[C:15]([O:17][C@H:18]([CH2:23][O:24][CH3:25])[C:19]([F:22])([F:21])[F:20])[C:14]([N+:26]([O-])=O)=[C:13]([F:29])[CH:12]=2)[CH2:6][S@@:5](=[O:30])[CH2:4]1.[CH3:31][C:32]([CH3:42])([CH3:41])[CH2:33][C:34]1[O:38][N:37]=[C:36]([CH:39]=O)[CH:35]=1.Cl. (3) Given the product [CH2:56]([O:63][C:64](=[O:72])[CH2:65][C@@H:66]([NH:71][C:14](=[O:16])[CH2:13][CH2:12][CH2:11][CH2:10][CH2:9][CH2:8][CH2:7][O:6][CH2:5][C:4]1[CH:17]=[CH:18][C:19]([F:20])=[C:2]([F:1])[CH:3]=1)[CH2:67][N:68]([CH3:69])[CH3:70])[C:57]1[CH:62]=[CH:61][CH:60]=[CH:59][CH:58]=1, predict the reactants needed to synthesize it. The reactants are: [F:1][C:2]1[CH:3]=[C:4]([CH:17]=[CH:18][C:19]=1[F:20])[CH2:5][O:6][CH2:7][CH2:8][CH2:9][CH2:10][CH2:11][CH2:12][CH2:13][C:14]([OH:16])=O.C(N(CC)C(C)C)(C)C.N1(OC(N(C)C)=[N+](C)C)C2N=CC=CC=2N=N1.F[P-](F)(F)(F)(F)F.Cl.Cl.[CH2:56]([O:63][C:64](=[O:72])[CH2:65][C@@H:66]([NH2:71])[CH2:67][N:68]([CH3:70])[CH3:69])[C:57]1[CH:62]=[CH:61][CH:60]=[CH:59][CH:58]=1. (4) Given the product [O:9]1[C:13]2([CH2:18][CH2:17][CH:16]([C:19]([NH2:20])([C:1]3[CH:6]=[CH:5][CH:4]=[CH:3][CH:2]=3)[CH3:21])[CH2:15][CH2:14]2)[O:12][CH2:11][CH2:10]1, predict the reactants needed to synthesize it. The reactants are: [C:1]1([Mg]Br)[CH:6]=[CH:5][CH:4]=[CH:3][CH:2]=1.[O:9]1[C:13]2([CH2:18][CH2:17][CH:16]([C:19]#[N:20])[CH2:15][CH2:14]2)[O:12][CH2:11][CH2:10]1.[CH3:21][Li].[OH-].[Na+].